Predict the product of the given reaction. From a dataset of Forward reaction prediction with 1.9M reactions from USPTO patents (1976-2016). (1) Given the reactants [CH:1]([O:4][C:5]1[CH:10]=[CH:9][C:8]([NH:11][C:12]([N:14]2[CH2:19][CH2:18][CH:17]([C:20]3[C:29]4[C:24](=[CH:25][CH:26]=[C:27]([C:30]#[C:31][CH2:32][OH:33])[CH:28]=4)[N:23]=[CH:22][N:21]=3)[CH2:16][CH2:15]2)=[O:13])=[CH:7][CH:6]=1)([CH3:3])[CH3:2].CCN(C(C)C)C(C)C.[CH3:43][S:44](Cl)(=[O:46])=[O:45], predict the reaction product. The product is: [CH:1]([O:4][C:5]1[CH:10]=[CH:9][C:8]([NH:11][C:12]([N:14]2[CH2:15][CH2:16][CH:17]([C:20]3[C:29]4[C:24](=[CH:25][CH:26]=[C:27]([C:30]#[C:31][CH2:32][O:33][S:44]([CH3:43])(=[O:46])=[O:45])[CH:28]=4)[N:23]=[CH:22][N:21]=3)[CH2:18][CH2:19]2)=[O:13])=[CH:7][CH:6]=1)([CH3:3])[CH3:2]. (2) Given the reactants [C:1]([N:8]1[CH:12]=[CH:11]N=C1)(N1C=CN=C1)=[S:2].NC1C=[CH:22][CH:21]=[C:20]2[C:15]=1[CH:16]=[CH:17][CH:18]=[N:19]2, predict the reaction product. The product is: [N:8]([C:12]1[CH:11]=[CH:22][CH:21]=[C:20]2[C:15]=1[CH:16]=[CH:17][CH:18]=[N:19]2)=[C:1]=[S:2]. (3) Given the reactants [CH3:1][O:2][C:3]1[N:8]=[CH:7][C:6]([CH2:9][CH2:10][NH2:11])=[CH:5][CH:4]=1.[CH:12]1([CH:15]=O)[CH2:14][CH2:13]1, predict the reaction product. The product is: [CH:12]1([CH2:15][NH:11][CH2:10][CH2:9][C:6]2[CH:7]=[N:8][C:3]([O:2][CH3:1])=[CH:4][CH:5]=2)[CH2:14][CH2:13]1. (4) Given the reactants [NH2:1][C:2]1[C:11]2=[CH:12][N:13]([CH:15]3[O:19][CH:18]([CH2:20][OH:21])[CH:17]([O:22][C:23](=[O:32])[CH2:24][CH2:25][N:26]4[CH2:31][CH2:30][O:29][CH2:28][CH2:27]4)[C:16]3([OH:34])[CH3:33])[N:14]=[C:9]3[C:10]2=[C:4]([C:5](=[O:35])[NH:6][N:7]=[CH:8]3)[CH:3]=1.C1CCC(N=C=N[CH:45]2[CH2:50]CCCC2)CC1.[C:51](O)(=[O:53])[CH3:52].CN(C=[O:59])C, predict the reaction product. The product is: [C:51]([O:34][C:16]1([CH3:33])[CH:15]([N:13]2[CH:12]=[C:11]3[C:2]([NH2:1])=[CH:3][C:4]4[C:5](=[O:35])[NH:6][N:7]=[CH:8][C:9]([C:10]=43)=[N:14]2)[O:19][CH:18]([CH2:20][O:21][C:50](=[O:59])[CH3:45])[CH:17]1[O:22][C:23](=[O:32])[CH2:24][CH2:25][N:26]1[CH2:27][CH2:28][O:29][CH2:30][CH2:31]1)(=[O:53])[CH3:52]. (5) Given the reactants [CH3:1]C1(C)OC(=O)CC(=O)O1.N1C=CC=CC=1.[C:17]([CH:19]([C:21]1[CH:22]=[C:23]([CH:27]=[CH:28][CH:29]=1)[C:24](Cl)=[O:25])[CH3:20])#[N:18], predict the reaction product. The product is: [C:24]([C:23]1[CH:22]=[C:21]([CH:19]([CH3:20])[C:17]#[N:18])[CH:29]=[CH:28][CH:27]=1)(=[O:25])[CH3:1]. (6) Given the reactants [Cl:1][C:2]1[CH:3]=[C:4]([NH:16][C:17]2[C:26]3[C:21](=[CH:22][C:23]([O:39][CH2:40][CH3:41])=[C:24]([NH:27][C:28](=[O:38])[CH2:29]P(OCC)(OCC)=O)[CH:25]=3)[N:20]=[CH:19][C:18]=2[C:42]#[N:43])[CH:5]=[CH:6][C:7]=1[O:8][CH2:9][C:10]1[CH:15]=[CH:14][CH:13]=[CH:12][N:11]=1.C[Si]([N-][Si](C)(C)C)(C)C.[Li+].C1(C)C=CC=CC=1.[CH3:61][N:62]1[CH2:67][CH2:66][CH2:65][CH2:64][CH:63]1[CH:68]=O, predict the reaction product. The product is: [Cl:1][C:2]1[CH:3]=[C:4]([NH:16][C:17]2[C:26]3[C:21](=[CH:22][C:23]([O:39][CH2:40][CH3:41])=[C:24]([NH:27][C:28](=[O:38])/[CH:29]=[CH:68]/[CH:63]4[CH2:64][CH2:65][CH2:66][CH2:67][N:62]4[CH3:61])[CH:25]=3)[N:20]=[CH:19][C:18]=2[C:42]#[N:43])[CH:5]=[CH:6][C:7]=1[O:8][CH2:9][C:10]1[CH:15]=[CH:14][CH:13]=[CH:12][N:11]=1. (7) Given the reactants [C:1]1(=[O:11])[C:10]2[C:5](=[CH:6][CH:7]=[CH:8][CH:9]=2)[CH2:4][CH2:3][NH:2]1.Br[CH2:13][CH2:14][CH2:15][OH:16], predict the reaction product. The product is: [OH:16][CH2:15][CH2:14][CH2:13][N:2]1[CH2:3][CH2:4][C:5]2[C:10](=[CH:9][CH:8]=[CH:7][CH:6]=2)[C:1]1=[O:11].